Dataset: Peptide-MHC class I binding affinity with 185,985 pairs from IEDB/IMGT. Task: Regression. Given a peptide amino acid sequence and an MHC pseudo amino acid sequence, predict their binding affinity value. This is MHC class I binding data. (1) The peptide sequence is YLPLDKGIKPY. The MHC is Mamu-A01 with pseudo-sequence Mamu-A01. The binding affinity (normalized) is 0. (2) The peptide sequence is FPAGLTYSQL. The MHC is HLA-B54:01 with pseudo-sequence HLA-B54:01. The binding affinity (normalized) is 0.408.